Dataset: Choline transporter screen with 302,306 compounds. Task: Binary Classification. Given a drug SMILES string, predict its activity (active/inactive) in a high-throughput screening assay against a specified biological target. (1) The drug is S(c1nc(c2CCCCc2c1C#N)C)CC(=O)Nc1c(OC)cccc1. The result is 0 (inactive). (2) The molecule is S(c1ncnc2n(ncc12)Cc1ccccc1)Cc1ccc(cc1)C. The result is 0 (inactive). (3) The compound is S(=O)(=O)(N(CC(=O)Nc1cc2OCCOc2cc1)c1c(OC)cc(OC)cc1)C. The result is 0 (inactive). (4) The molecule is Brc1cc(oc1Br)/C=N\NC(=O)c1oc2c(c1)cccc2. The result is 0 (inactive). (5) The molecule is Brc1sc(/C(=N\Nc2ncccc2)C)cc1. The result is 0 (inactive). (6) The compound is N1(Cc2cc(C(C)C)ccc2N=C1)c1ccc(C(C)C)cc1. The result is 0 (inactive).